Dataset: Catalyst prediction with 721,799 reactions and 888 catalyst types from USPTO. Task: Predict which catalyst facilitates the given reaction. Reactant: [CH:1]1([C:4]2[C:11](B3OC(C)(C)C(C)(C)O3)=[CH:10][C:7]([C:8]#[N:9])=[C:6]([N:21]3[CH2:26][CH2:25][N:24]([C:27](=[O:32])[CH2:28][CH2:29][O:30][CH3:31])[C@H:23]([CH3:33])[CH2:22]3)[N:5]=2)[CH2:3][CH2:2]1.Br[C:35]1[CH:40]=[CH:39][N:38]=[C:37]([OH:41])[CH:36]=1.[F-].[Cs+]. Product: [CH:1]1([C:4]2[C:11]([C:35]3[CH:40]=[CH:39][N:38]=[C:37]([OH:41])[CH:36]=3)=[CH:10][C:7]([C:8]#[N:9])=[C:6]([N:21]3[CH2:26][CH2:25][N:24]([C:27](=[O:32])[CH2:28][CH2:29][O:30][CH3:31])[C@H:23]([CH3:33])[CH2:22]3)[N:5]=2)[CH2:3][CH2:2]1. The catalyst class is: 117.